From a dataset of Full USPTO retrosynthesis dataset with 1.9M reactions from patents (1976-2016). Predict the reactants needed to synthesize the given product. (1) Given the product [CH:10]1[C:11]([N+:14]([O-:16])=[O:15])=[CH:12][CH:13]=[C:8]([OH:7])[CH:9]=1, predict the reactants needed to synthesize it. The reactants are: C1O[C@@H]([O:7][C:8]2[CH:13]=[CH:12][C:11]([N+:14]([O-:16])=[O:15])=[CH:10][CH:9]=2)[C@H](O)[C@@H](O)[C@@H]1O.C([O-])(=O)C.P([O-])([O-])([O-])=O. (2) Given the product [CH2:40]([C:36]([CH2:35][C:19]1[N:18]([CH2:17][C:16]2[CH:44]=[CH:45][C:13]([N:7]3[CH2:8][CH2:9][CH:4]([C:3]([F:11])([F:10])[F:2])[CH2:5][CH2:6]3)=[CH:14][CH:15]=2)[C:22]2[CH:23]=[C:24]([O:27][CH2:28][C:29]3[CH:33]=[CH:32][N:31]([CH3:34])[N:30]=3)[CH:25]=[CH:26][C:21]=2[N:20]=1)([CH2:42][CH3:43])[C:37]([OH:39])=[O:38])[CH3:41], predict the reactants needed to synthesize it. The reactants are: Cl.[F:2][C:3]([F:11])([F:10])[CH:4]1[CH2:9][CH2:8][NH:7][CH2:6][CH2:5]1.Br[C:13]1[CH:45]=[CH:44][C:16]([CH2:17][N:18]2[C:22]3[CH:23]=[C:24]([O:27][CH2:28][C:29]4[CH:33]=[CH:32][N:31]([CH3:34])[N:30]=4)[CH:25]=[CH:26][C:21]=3[N:20]=[C:19]2[CH2:35][C:36]([CH2:42][CH3:43])([CH2:40][CH3:41])[C:37]([OH:39])=[O:38])=[CH:15][CH:14]=1.FC(F)(F)C1CCNCC1. (3) The reactants are: C(OC([N:11]1[CH2:17][CH2:16][CH2:15][C@H:14]([NH:18][C:19]([N:21]2[CH2:27][CH2:26][C@@H:25]3[C@H:22]2[C:23](=[O:32])[N:24]3[S:28]([OH:31])(=[O:30])=[O:29])=[O:20])[CH2:13][CH2:12]1)=O)C1C=CC=CC=1. Given the product [NH:11]1[CH2:17][CH2:16][CH2:15][C@H:14]([NH:18][C:19]([N:21]2[CH2:27][CH2:26][C@@H:25]3[C@H:22]2[C:23](=[O:32])[N:24]3[S:28]([OH:31])(=[O:30])=[O:29])=[O:20])[CH2:13][CH2:12]1, predict the reactants needed to synthesize it. (4) Given the product [F:21][CH2:25][C:26]([C:28]1[C:33]([N+:34]([O-:36])=[O:35])=[CH:32][CH:31]=[C:30]([O:37][CH3:38])[N:29]=1)=[O:27], predict the reactants needed to synthesize it. The reactants are: [B-](F)(F)(F)F.[B-](F)(F)(F)F.C1[N+]2(CCl)CC[N+]([F:21])(CC2)C1.O.C([O:25][C:26]([C:28]1[C:33]([N+:34]([O-:36])=[O:35])=[CH:32][CH:31]=[C:30]([O:37][CH3:38])[N:29]=1)=[CH2:27])C.CCOC(C)=O.